From a dataset of Catalyst prediction with 721,799 reactions and 888 catalyst types from USPTO. Predict which catalyst facilitates the given reaction. (1) Reactant: [NH2:1][C:2]1[C:3]2[C:10]([C:11]3[CH:16]=[CH:15][CH:14]=[CH:13][C:12]=3O)=[CH:9][N:8]([CH:18]3[CH2:22][CH2:21][O:20][CH2:19]3)[C:4]=2[N:5]=[CH:6][N:7]=1.F[C:24]1[CH:31]=[CH:30][CH:29]=[C:28]([NH:32][CH2:33][CH2:34][CH2:35][N:36]2[CH:40]=[CH:39][N:38]=[CH:37]2)[C:25]=1[C:26]#[N:27].C(=O)([O-])[O-:42].[K+].[K+]. Product: [NH2:1][C:2]1[C:3]2[C:10]([C:11]3[CH:16]=[CH:15][C:14]([O:42][C:24]4[CH:31]=[CH:30][CH:29]=[C:28]([NH:32][CH2:33][CH2:34][CH2:35][N:36]5[CH:40]=[CH:39][N:38]=[CH:37]5)[C:25]=4[C:26]#[N:27])=[CH:13][CH:12]=3)=[CH:9][N:8]([CH:18]3[CH2:22][CH2:21][O:20][CH2:19]3)[C:4]=2[N:5]=[CH:6][N:7]=1. The catalyst class is: 9. (2) Reactant: COC[O:4][C:5]1[C:13]([O:14][CH3:15])=[CH:12][C:11]([I:16])=[C:10]2[C:6]=1[CH:7](O)[N:8](C(C)(C1C=CC=CC=1)C)[C:9]2=[O:17].FC(F)(F)C(O)=O.C([SiH](CC)CC)C. Product: [OH:4][C:5]1[C:13]([O:14][CH3:15])=[CH:12][C:11]([I:16])=[C:10]2[C:6]=1[CH2:7][NH:8][C:9]2=[O:17]. The catalyst class is: 463.